Task: Predict the product of the given reaction.. Dataset: Forward reaction prediction with 1.9M reactions from USPTO patents (1976-2016) (1) Given the reactants [CH2:1]([N:8]1[CH2:13][CH2:12][C:11](=[O:14])[CH2:10][CH2:9]1)[C:2]1[CH:7]=[CH:6][CH:5]=[CH:4][CH:3]=1.[NH:15]([CH2:19][CH2:20]O)[CH2:16][CH2:17][OH:18].C1(C)C=CC=CC=1, predict the reaction product. The product is: [CH2:1]([N:8]1[CH2:13][CH2:12][C:11]2([O:14][CH2:20][CH2:19][N:15]2[CH2:16][CH2:17][OH:18])[CH2:10][CH2:9]1)[C:2]1[CH:3]=[CH:4][CH:5]=[CH:6][CH:7]=1. (2) Given the reactants COC1C=C(OC)C=CC=1C[N:6]1[CH2:10][C:9]([CH3:12])([CH3:11])[CH:8]([O:13][C:14]2[CH:21]=[CH:20][C:17]([C:18]#[N:19])=[C:16]([C:22]([F:25])([F:24])[F:23])[CH:15]=2)[C:7]1=[O:26].C([SiH](CC)CC)C.C(OCC)C, predict the reaction product. The product is: [CH3:11][C:9]1([CH3:12])[CH2:10][NH:6][C:7](=[O:26])[CH:8]1[O:13][C:14]1[CH:21]=[CH:20][C:17]([C:18]#[N:19])=[C:16]([C:22]([F:24])([F:23])[F:25])[CH:15]=1. (3) Given the reactants Cl[CH:2]([CH:16]1[CH2:21][CH2:20][CH2:19][CH2:18][CH2:17]1)[C:3]1[CH:4]=[C:5]([C:9]2[N:10]=[N:11][C:12]([CH3:15])=[CH:13][CH:14]=2)[O:6][C:7]=1[CH3:8].[NH2:22][C:23]1[CH:28]=[CH:27][C:26]([C:29]([N:31]([CH3:39])[CH2:32][CH2:33][C:34]([O:36]CC)=[O:35])=[O:30])=[CH:25][CH:24]=1.C(=O)([O-])[O-].[Na+].[Na+].[I-].[Na+], predict the reaction product. The product is: [CH:16]1([CH:2]([NH:22][C:23]2[CH:24]=[CH:25][C:26]([C:29]([N:31]([CH3:39])[CH2:32][CH2:33][C:34]([OH:36])=[O:35])=[O:30])=[CH:27][CH:28]=2)[C:3]2[CH:4]=[C:5]([C:9]3[N:10]=[N:11][C:12]([CH3:15])=[CH:13][CH:14]=3)[O:6][C:7]=2[CH3:8])[CH2:21][CH2:20][CH2:19][CH2:18][CH2:17]1. (4) Given the reactants C(OC(=O)CS(C1C=CC([O:15][CH2:16][CH2:17][CH:18]([CH3:20])[CH3:19])=CC=1)(=O)=O)C.ClCCN(CCCl)CC1C=CC=CC=1.[CH2:36]([O:38][C:39]([C:41]1([S:54]([C:57]2[CH:62]=[CH:61][C:60](OCCC(C)C)=[CH:59][CH:58]=2)(=[O:56])=[O:55])[CH2:46][CH2:45][N:44]([CH2:47][C:48]2[CH:53]=[CH:52][CH:51]=[CH:50][CH:49]=2)[CH2:43][CH2:42]1)=[O:40])[CH3:37], predict the reaction product. The product is: [CH2:36]([O:38][C:39]([C:41]1([S:54]([C:57]2[CH:62]=[CH:61][CH:60]=[CH:59][C:58]=2[O:15][CH2:16][CH2:17][CH:18]([CH3:20])[CH3:19])(=[O:56])=[O:55])[CH2:46][CH2:45][N:44]([CH2:47][C:48]2[CH:53]=[CH:52][CH:51]=[CH:50][CH:49]=2)[CH2:43][CH2:42]1)=[O:40])[CH3:37]. (5) Given the reactants C(N(CC)CC)C.[C:8](OC(=O)C)(=[O:10])[CH3:9].[Cl:15][C:16]1[C:21]([C:22]2[C:27]([F:28])=[CH:26][C:25]([F:29])=[CH:24][C:23]=2[F:30])=[C:20]([NH:31][CH:32]([CH2:35][CH3:36])[CH2:33][OH:34])[N:19]2[N:37]=[CH:38][N:39]=[C:18]2[N:17]=1, predict the reaction product. The product is: [C:8]([O:34][CH2:33][CH:32]([NH:31][C:20]1[N:19]2[N:37]=[CH:38][N:39]=[C:18]2[N:17]=[C:16]([Cl:15])[C:21]=1[C:22]1[C:27]([F:28])=[CH:26][C:25]([F:29])=[CH:24][C:23]=1[F:30])[CH2:35][CH3:36])(=[O:10])[CH3:9]. (6) The product is: [CH:1]1([CH2:7][C:8]2[N:9]=[N:10][N:11]([C@@H:13]3[C@H:17]4[O:18][CH2:19][C@H:20]([NH:21][C:28](=[O:29])[CH2:27][CH:22]5[CH2:26][CH2:25][CH2:24][CH2:23]5)[C@H:16]4[O:15][CH2:14]3)[CH:12]=2)[CH2:2][CH2:3][CH2:4][CH2:5][CH2:6]1. Given the reactants [CH:1]1([CH2:7][C:8]2[N:9]=[N:10][N:11]([C@@H:13]3[C@H:17]4[O:18][CH2:19][C@H:20]([NH2:21])[C@H:16]4[O:15][CH2:14]3)[CH:12]=2)[CH2:6][CH2:5][CH2:4][CH2:3][CH2:2]1.[CH:22]1([CH2:27][C:28](O)=[O:29])[CH2:26][CH2:25][CH2:24][CH2:23]1, predict the reaction product.